Dataset: NCI-60 drug combinations with 297,098 pairs across 59 cell lines. Task: Regression. Given two drug SMILES strings and cell line genomic features, predict the synergy score measuring deviation from expected non-interaction effect. (1) Drug 1: CC1CCC2CC(C(=CC=CC=CC(CC(C(=O)C(C(C(=CC(C(=O)CC(OC(=O)C3CCCCN3C(=O)C(=O)C1(O2)O)C(C)CC4CCC(C(C4)OC)O)C)C)O)OC)C)C)C)OC. Drug 2: C1=CC=C(C=C1)NC(=O)CCCCCCC(=O)NO. Cell line: SN12C. Synergy scores: CSS=8.73, Synergy_ZIP=3.09, Synergy_Bliss=0.235, Synergy_Loewe=-2.29, Synergy_HSA=0.0989. (2) Synergy scores: CSS=0.0205, Synergy_ZIP=-0.179, Synergy_Bliss=0.434, Synergy_Loewe=-1.87, Synergy_HSA=-1.85. Drug 1: CC1=CC=C(C=C1)C2=CC(=NN2C3=CC=C(C=C3)S(=O)(=O)N)C(F)(F)F. Drug 2: CC=C1C(=O)NC(C(=O)OC2CC(=O)NC(C(=O)NC(CSSCCC=C2)C(=O)N1)C(C)C)C(C)C. Cell line: UO-31. (3) Drug 1: CN(C)N=NC1=C(NC=N1)C(=O)N. Drug 2: CN(C(=O)NC(C=O)C(C(C(CO)O)O)O)N=O. Cell line: NCI/ADR-RES. Synergy scores: CSS=-4.58, Synergy_ZIP=-0.310, Synergy_Bliss=-4.81, Synergy_Loewe=-6.38, Synergy_HSA=-5.99. (4) Drug 1: C1CCC(CC1)NC(=O)N(CCCl)N=O. Drug 2: C1=NNC2=C1C(=O)NC=N2. Cell line: LOX IMVI. Synergy scores: CSS=39.4, Synergy_ZIP=-0.591, Synergy_Bliss=-0.281, Synergy_Loewe=3.81, Synergy_HSA=4.62. (5) Drug 1: CC1=CC=C(C=C1)C2=CC(=NN2C3=CC=C(C=C3)S(=O)(=O)N)C(F)(F)F. Drug 2: C1CN(CCN1C(=O)CCBr)C(=O)CCBr. Cell line: DU-145. Synergy scores: CSS=31.8, Synergy_ZIP=8.98, Synergy_Bliss=10.5, Synergy_Loewe=-1.94, Synergy_HSA=8.42. (6) Drug 1: C1=C(C(=O)NC(=O)N1)N(CCCl)CCCl. Drug 2: COC1=NC(=NC2=C1N=CN2C3C(C(C(O3)CO)O)O)N. Cell line: OVCAR3. Synergy scores: CSS=8.45, Synergy_ZIP=0.383, Synergy_Bliss=7.00, Synergy_Loewe=-6.97, Synergy_HSA=2.79. (7) Drug 2: CN1C2=C(C=C(C=C2)N(CCCl)CCCl)N=C1CCCC(=O)O.Cl. Drug 1: CC=C1C(=O)NC(C(=O)OC2CC(=O)NC(C(=O)NC(CSSCCC=C2)C(=O)N1)C(C)C)C(C)C. Synergy scores: CSS=26.3, Synergy_ZIP=1.96, Synergy_Bliss=3.05, Synergy_Loewe=-46.3, Synergy_HSA=1.37. Cell line: OVCAR3. (8) Drug 1: CC1=C(N=C(N=C1N)C(CC(=O)N)NCC(C(=O)N)N)C(=O)NC(C(C2=CN=CN2)OC3C(C(C(C(O3)CO)O)O)OC4C(C(C(C(O4)CO)O)OC(=O)N)O)C(=O)NC(C)C(C(C)C(=O)NC(C(C)O)C(=O)NCCC5=NC(=CS5)C6=NC(=CS6)C(=O)NCCC[S+](C)C)O. Drug 2: CNC(=O)C1=NC=CC(=C1)OC2=CC=C(C=C2)NC(=O)NC3=CC(=C(C=C3)Cl)C(F)(F)F. Cell line: HS 578T. Synergy scores: CSS=13.1, Synergy_ZIP=0.531, Synergy_Bliss=2.97, Synergy_Loewe=-13.3, Synergy_HSA=-1.19. (9) Drug 1: CN(C)C1=NC(=NC(=N1)N(C)C)N(C)C. Drug 2: C1C(C(OC1N2C=C(C(=O)NC2=O)F)CO)O. Cell line: M14. Synergy scores: CSS=-2.09, Synergy_ZIP=-8.57, Synergy_Bliss=-7.61, Synergy_Loewe=-38.1, Synergy_HSA=-10.4.